The task is: Predict the reaction yield, written as a fraction of the theoretical maximum amount of product (1.0 means a 100% yield; for example, 0.34 means a 34% yield).. This data is from Reaction yield outcomes from USPTO patents with 853,638 reactions. (1) The reactants are [CH2:1]([CH:3]([NH:6][C:7]([NH:9][CH:10]([CH2:13][CH3:14])[CH2:11][CH3:12])=[O:8])[CH2:4][CH3:5])[CH3:2].[C:15](Cl)(=[O:20])[CH2:16][C:17](Cl)=[O:18]. The catalyst is C(Cl)(Cl)Cl. The product is [CH2:4]([CH:3]([N:6]1[C:17](=[O:18])[CH2:16][C:15](=[O:20])[N:9]([CH:10]([CH2:11][CH3:12])[CH2:13][CH3:14])[C:7]1=[O:8])[CH2:1][CH3:2])[CH3:5]. The yield is 0.390. (2) The reactants are [C:1]1([O:8][CH3:9])[C:2](=[CH:4][CH:5]=[CH:6][CH:7]=1)[OH:3].[H-].[Na+].[CH3:12][O:13][C:14](=[O:26])[C:15]1[C:16](=[C:21](I)[CH:22]=[CH:23][CH:24]=1)[C:17]([O:19][CH3:20])=[O:18]. The catalyst is N1C=CC=CC=1.[Cu]Br. The product is [CH3:12][O:13][C:14](=[O:26])[C:15]1[C:16](=[C:21]([O:3][C:2]2[CH:4]=[CH:5][CH:6]=[CH:7][C:1]=2[O:8][CH3:9])[CH:22]=[CH:23][CH:24]=1)[C:17]([O:19][CH3:20])=[O:18]. The yield is 0.380. (3) The reactants are [CH3:1][O:2][C:3](=[O:23])[C@H:4]([OH:22])[C@H:5]([NH:14][C:15]([O:17][C:18]([CH3:21])([CH3:20])[CH3:19])=[O:16])[CH2:6][C:7]1[CH:12]=[CH:11][CH:10]=[C:9]([F:13])[CH:8]=1.[Cl:24][CH2:25][C:26](O)=[O:27].C1C=CC(P(C2C=CC=CC=2)C2C=CC=CC=2)=CC=1.CCOC(/N=N/C(OCC)=O)=O. The catalyst is C1C=CC=CC=1.CCCCCCC. The product is [CH3:1][O:2][C:3](=[O:23])[C@@H:4]([O:22][C:26](=[O:27])[CH2:25][Cl:24])[C@H:5]([NH:14][C:15]([O:17][C:18]([CH3:19])([CH3:20])[CH3:21])=[O:16])[CH2:6][C:7]1[CH:12]=[CH:11][CH:10]=[C:9]([F:13])[CH:8]=1. The yield is 0.430. (4) The reactants are [Cl:1][C:2]1[C:3]([NH:18][C:19]2[CH:27]=[C:26]([F:28])[CH:25]=[CH:24][C:20]=2[C:21](O)=[O:22])=[CH:4][C:5]([NH:8][C:9]2[N:13]([CH:14]([CH3:16])[CH3:15])[N:12]=[C:11]([CH3:17])[CH:10]=2)=[N:6][CH:7]=1.C1C=CC2[N:37]([OH:38])N=NC=2C=1.[CH2:39](Cl)CCl.CCN(C(C)C)C(C)C. The catalyst is CN(C)C=O.C(O)(=O)C.O. The product is [Cl:1][C:2]1[C:3]([NH:18][C:19]2[CH:27]=[C:26]([F:28])[CH:25]=[CH:24][C:20]=2[C:21]([NH:37][O:38][CH3:39])=[O:22])=[CH:4][C:5]([NH:8][C:9]2[N:13]([CH:14]([CH3:15])[CH3:16])[N:12]=[C:11]([CH3:17])[CH:10]=2)=[N:6][CH:7]=1. The yield is 0.355.